This data is from Forward reaction prediction with 1.9M reactions from USPTO patents (1976-2016). The task is: Predict the product of the given reaction. (1) Given the reactants [Cl:1][C:2]1[C:3](I)=[CH:4][C:5]2[O:10][CH:9]([C:11]([N:13]3[CH2:18][CH2:17][C:16]([CH2:21][C:22]4[CH:27]=[CH:26][C:25]([F:28])=[CH:24][CH:23]=4)([C:19]#[N:20])[CH2:15][CH2:14]3)=[O:12])[CH2:8][NH:7][C:6]=2[CH:29]=1.C[C:32]([N:34](C)C)=O, predict the reaction product. The product is: [Cl:1][C:2]1[C:3]([C:32]#[N:34])=[CH:4][C:5]2[O:10][CH:9]([C:11]([N:13]3[CH2:18][CH2:17][C:16]([C:19]#[N:20])([CH2:21][C:22]4[CH:27]=[CH:26][C:25]([F:28])=[CH:24][CH:23]=4)[CH2:15][CH2:14]3)=[O:12])[CH2:8][NH:7][C:6]=2[CH:29]=1. (2) Given the reactants [Cl:1][C:2]1[N:3]=[C:4]([N:18]2[CH2:23][CH2:22][O:21][CH2:20][CH2:19]2)[C:5]2[S:10][C:9]([C:11]3[CH:12]=[N:13][C:14](F)=[CH:15][CH:16]=3)=[CH:8][C:6]=2[N:7]=1.C([N:27](C(C)C)CC)(C)C, predict the reaction product. The product is: [Cl:1][C:2]1[N:3]=[C:4]([N:18]2[CH2:23][CH2:22][O:21][CH2:20][CH2:19]2)[C:5]2[S:10][C:9]([C:11]3[CH:12]=[N:13][C:14]([NH2:27])=[CH:15][CH:16]=3)=[CH:8][C:6]=2[N:7]=1. (3) Given the reactants [O:1]1[CH2:5][CH2:4][CH:3]([C:6]([OH:8])=O)[CH2:2]1.[NH2:9][C@H:10]([C:12]([N:14]1[C:20](=[O:21])[CH:19]([CH3:22])[C:18]2[CH:23]=[CH:24][CH:25]=[CH:26][C:17]=2[C:16]2[C:27]([NH2:31])=[CH:28][CH:29]=[CH:30][C:15]1=2)=[O:13])[CH3:11], predict the reaction product. The product is: [O:1]1[CH2:5][CH2:4][CH:3]([C:6]([NH:9][C@H:10]([C:12]([N:14]2[C:20](=[O:21])[CH:19]([CH3:22])[C:18]3[CH:23]=[CH:24][CH:25]=[CH:26][C:17]=3[C:16]3[C:27]([NH2:31])=[CH:28][CH:29]=[CH:30][C:15]2=3)=[O:13])[CH3:11])=[O:8])[CH2:2]1. (4) The product is: [C:22]([O:21][C:19]([N:9]1[CH2:8][CH2:7][C:6]2[C:11](=[CH:12][C:3]([CH2:2][NH:1][CH2:26][CH:27]([CH3:29])[CH3:28])=[CH:4][CH:5]=2)[CH:10]1[CH:13]1[CH2:18][CH2:17][CH2:16][CH2:15][CH2:14]1)=[O:20])([CH3:25])([CH3:24])[CH3:23]. Given the reactants [NH2:1][CH2:2][C:3]1[CH:12]=[C:11]2[C:6]([CH2:7][CH2:8][N:9]([C:19]([O:21][C:22]([CH3:25])([CH3:24])[CH3:23])=[O:20])[CH:10]2[CH:13]2[CH2:18][CH2:17][CH2:16][CH2:15][CH2:14]2)=[CH:5][CH:4]=1.[C:26](O)(=O)[CH:27]([CH3:29])[CH3:28].C(N(CC)CC)C.F[P-](F)(F)(F)(F)F.N1(OC(N(C)C)=[N+](C)C)C2C=CC=CC=2N=N1, predict the reaction product. (5) Given the reactants CN(C)/[CH:3]=[CH:4]/[C:5]([C:7]1[C:12](=[O:13])[CH:11]=[CH:10][N:9]([C:14]2[CH:19]=[CH:18][C:17]([O:20][C:21]([F:24])([F:23])[F:22])=[CH:16][CH:15]=2)[N:8]=1)=O.[F:26][C:27]([F:38])([F:37])[O:28][C:29]1[CH:30]=[C:31]([NH:35][NH2:36])[CH:32]=[CH:33][CH:34]=1, predict the reaction product. The product is: [F:24][C:21]([F:22])([F:23])[O:20][C:17]1[CH:18]=[CH:19][C:14]([N:9]2[CH:10]=[CH:11][C:12](=[O:13])[C:7]([C:5]3[N:35]([C:31]4[CH:32]=[CH:33][CH:34]=[C:29]([O:28][C:27]([F:37])([F:38])[F:26])[CH:30]=4)[N:36]=[CH:3][CH:4]=3)=[N:8]2)=[CH:15][CH:16]=1. (6) Given the reactants Cl[C:2]1[C:3]2[CH2:11][CH2:10][CH2:9][NH:8][C:4]=2[N:5]=[CH:6][N:7]=1.[F:12][C:13]1[CH:18]=[CH:17][C:16]([C:19]2[N:20]=[C:21]([CH:29]3[CH2:34][CH2:33][NH:32][CH2:31][CH2:30]3)[N:22]([CH2:24][CH2:25][N:26]([CH3:28])[CH3:27])[CH:23]=2)=[CH:15][C:14]=1[C:35]([F:38])([F:37])[F:36], predict the reaction product. The product is: [F:12][C:13]1[CH:18]=[CH:17][C:16]([C:19]2[N:20]=[C:21]([CH:29]3[CH2:34][CH2:33][N:32]([C:2]4[C:3]5[CH2:11][CH2:10][CH2:9][NH:8][C:4]=5[N:5]=[CH:6][N:7]=4)[CH2:31][CH2:30]3)[N:22]([CH2:24][CH2:25][N:26]([CH3:28])[CH3:27])[CH:23]=2)=[CH:15][C:14]=1[C:35]([F:36])([F:37])[F:38]. (7) Given the reactants [C:1]([O:5][C@@H:6]([C:11]1[C:40]([CH3:41])=[C:39](Br)[C:38]2=[N:43][C:35]3=[C:36](Br)[N:37]2[C:12]=1[N:13]1[CH2:50][CH2:49][C:16]([CH3:51])([O:17][CH2:18][CH2:19][CH2:20][CH2:21][C@H:22]([CH3:48])[O:23][C:24]2[CH:25]=[C:26]([CH3:47])[C:27]([F:46])=[CH:28][C:29]=2[C:30]2[CH:45]=[C:34]3[CH:33]=[CH:32][CH:31]=2)[CH2:15][CH2:14]1)[C:7]([O:9]C)=[O:8])([CH3:4])([CH3:3])[CH3:2].[CH3:52]B(O)O.COC1C=CC=C(OC)C=1C1C=CC=CC=1P(C1CCCCC1)C1CCCCC1.C([O-])([O-])=O.[Cs+].[Cs+].O[Li].O, predict the reaction product. The product is: [C:1]([O:5][C@@H:6]([C:11]1[C:40]([CH3:41])=[C:39]([CH3:52])[C:38]2=[N:43][C:35]3=[CH:36][N:37]2[C:12]=1[N:13]1[CH2:50][CH2:49][C:16]([CH3:51])([O:17][CH2:18][CH2:19][CH2:20][CH2:21][C@H:22]([CH3:48])[O:23][C:24]2[CH:25]=[C:26]([CH3:47])[C:27]([F:46])=[CH:28][C:29]=2[C:30]2[CH:45]=[C:34]3[CH:33]=[CH:32][CH:31]=2)[CH2:15][CH2:14]1)[C:7]([OH:9])=[O:8])([CH3:2])([CH3:3])[CH3:4]. (8) Given the reactants C(O)(C(F)(F)F)=O.OC(C(F)(F)F)=O.[CH3:15][N:16]([CH3:41])[C:17]([N:19]1[C:27]2[CH:26]=[CH:25][C:24]([C:28]([N:30]3[CH2:35][CH2:34][CH:33]([CH3:36])[CH2:32][CH2:31]3)=[O:29])=[CH:23][C:22]=2[C:21]2[CH2:37][NH:38][CH2:39][CH2:40][C:20]1=2)=[O:18].[C:42]1(=O)[CH2:45][CH2:44][CH2:43]1, predict the reaction product. The product is: [CH:42]1([N:38]2[CH2:39][CH2:40][C:20]3[N:19]([C:17]([N:16]([CH3:15])[CH3:41])=[O:18])[C:27]4[CH:26]=[CH:25][C:24]([C:28]([N:30]5[CH2:35][CH2:34][CH:33]([CH3:36])[CH2:32][CH2:31]5)=[O:29])=[CH:23][C:22]=4[C:21]=3[CH2:37]2)[CH2:45][CH2:44][CH2:43]1.